From a dataset of Peptide-MHC class I binding affinity with 185,985 pairs from IEDB/IMGT. Regression. Given a peptide amino acid sequence and an MHC pseudo amino acid sequence, predict their binding affinity value. This is MHC class I binding data. (1) The peptide sequence is AVFDRKSDAK. The MHC is HLA-B07:02 with pseudo-sequence HLA-B07:02. The binding affinity (normalized) is 0. (2) The binding affinity (normalized) is 1.00. The MHC is Mamu-A02 with pseudo-sequence Mamu-A02. The peptide sequence is PSSSDEQQSL.